The task is: Predict the product of the given reaction.. This data is from Forward reaction prediction with 1.9M reactions from USPTO patents (1976-2016). Given the reactants [Br:1][C:2]1[CH:10]=[CH:9][C:5]2S[CH2:7][CH2:8][C:4]=2[CH:3]=1.O[O:12][S:13]([O-:15])=O.[K+], predict the reaction product. The product is: [Br:1][C:2]1[CH:10]=[CH:9][C:5]2[S:13](=[O:15])(=[O:12])[CH2:7][CH2:8][C:4]=2[CH:3]=1.